Dataset: NCI-60 drug combinations with 297,098 pairs across 59 cell lines. Task: Regression. Given two drug SMILES strings and cell line genomic features, predict the synergy score measuring deviation from expected non-interaction effect. (1) Drug 1: CN(C)N=NC1=C(NC=N1)C(=O)N. Drug 2: CC=C1C(=O)NC(C(=O)OC2CC(=O)NC(C(=O)NC(CSSCCC=C2)C(=O)N1)C(C)C)C(C)C. Cell line: MDA-MB-231. Synergy scores: CSS=53.5, Synergy_ZIP=10.5, Synergy_Bliss=8.53, Synergy_Loewe=-48.2, Synergy_HSA=6.33. (2) Drug 1: C1=NC2=C(N=C(N=C2N1C3C(C(C(O3)CO)O)O)F)N. Drug 2: CC12CCC3C(C1CCC2O)C(CC4=C3C=CC(=C4)O)CCCCCCCCCS(=O)CCCC(C(F)(F)F)(F)F. Cell line: HOP-92. Synergy scores: CSS=3.81, Synergy_ZIP=-2.97, Synergy_Bliss=-2.73, Synergy_Loewe=-4.06, Synergy_HSA=-3.20.